This data is from B-cell epitopes from IEDB database with 3,159 antigens for binding position prediction. The task is: Token-level Classification. Given an antigen amino acid sequence, predict which amino acid positions are active epitope sites capable of antibody binding. Output is a list of indices for active positions. (1) Given the antigen sequence: MQLFHLCLIISCSCPTVQASKLCLGWLWGMDIDPYKEFGASVELLSFLPSDFFPTIRDLLDTASALYREALESPEHCSPHHTALRQAILCWGELMNLATWVGSNLEDQASRDLVVSYVNVNMGLKLRQLLWFHISCLTFGRETVLEYLVSFGVWIRTPPSYRPPNAPILSTLPETTVVRRRGRSPRRRTPSPRRRRSQSPRRRRSQSRESQC, which amino acid positions are active epitope sites? The epitope positions are: [69, 70, 71, 72, 73, 74, 75, 76, 77, 78, 79, 80, 81, 82, 83, 84, 85, 86, 87, 88... (25 total positions)]. The amino acids at these positions are: ALESPEHCSPHHTALRQAILCWGEL. (2) Given the antigen sequence: MEGAEAGARATFCAWDYGVFATMLLVSTGIGLMVGLARGGQRSADDFFTGGRQLAAVPVGLSLAASFMSAVQVLGVPAEAARYGLKFLWMCAGQLLNSLLTAFLFLPIFYRLGLTSTYQYLELRFSRAVRLCGTLQYLVATMLYTGIVIYAPALILNQVTGLDIWASLLSTGIICTLYTTVGGMKAVVWTDVFQVVVMLVGFWVILARGVILLGGPRNVLSLAQNHSRINLMDFDPDPRSRYTFWTFYVGGTLVWLSMYGVNQAQVQRYVACHTEGKAKLALLVNQLGLFLIVASAACCGIVMFVYYKDCDPLLTGRISAPDQYMPLLVLDIFEDLPGVPGLFLACAVSGTLSTASTSINAMAAVTVEDLIKPRMPGLAPRKLVFISKGLSFIYGSACLTVAALSSLLGGGVLQGSFTVMGVISGPLLGAFTLGMLLPACNTPGVLSGLAAGLAVSLWVAVGATLYPPGEQTMGVLPTSAAGCTNDSVLLGPPGATNASN..., which amino acid positions are active epitope sites? The epitope positions are: [213, 214, 215, 216, 217, 218, 219, 220, 221, 222, 223, 224, 225, 226, 227, 228, 229, 230, 231, 232]. The amino acids at these positions are: GGPRNVLSLAQNHSRINLMD.